Dataset: Forward reaction prediction with 1.9M reactions from USPTO patents (1976-2016). Task: Predict the product of the given reaction. (1) Given the reactants Cl.C[O:3][C:4]1[C:15]2[CH2:14][CH:13]3[CH2:16][CH:9]([CH2:10][NH:11][CH2:12]3)[C:8]=2[CH:7]=[CH:6][CH:5]=1.[OH-].[Na+], predict the reaction product. The product is: [CH:9]12[CH2:16][CH:13]([CH2:12][NH:11][CH2:10]1)[CH2:14][C:15]1[C:4]([OH:3])=[CH:5][CH:6]=[CH:7][C:8]2=1. (2) Given the reactants [Br:1][C:2]1[C:3]([N:12]2[CH2:17][CH2:16][N:15]([CH2:18][C:19]3[N:20]=[C:21]([CH:24]([CH3:26])[CH3:25])[O:22][CH:23]=3)[CH2:14][CH2:13]2)=[C:4]([N+:9]([O-])=O)[C:5]([NH2:8])=[N:6][CH:7]=1.[CH:27](=O)[C:28]1[CH:33]=[CH:32][C:31]([O:34][CH3:35])=[CH:30][CH:29]=1.[O-]S(S([O-])=O)=O.[Na+].[Na+], predict the reaction product. The product is: [Br:1][C:2]1[C:3]([N:12]2[CH2:17][CH2:16][N:15]([CH2:18][C:19]3[N:20]=[C:21]([CH:24]([CH3:26])[CH3:25])[O:22][CH:23]=3)[CH2:14][CH2:13]2)=[C:4]2[N:9]=[C:27]([C:28]3[CH:33]=[CH:32][C:31]([O:34][CH3:35])=[CH:30][CH:29]=3)[NH:8][C:5]2=[N:6][CH:7]=1. (3) Given the reactants [C:1]([C:8]1[S:9][C:10]([CH2:17][NH2:18])=[C:11]([C:13]([O:15]C)=[O:14])[N:12]=1)([O:3][C:4]([CH3:7])([CH3:6])[CH3:5])=[O:2].[OH-].[Na+].CCCCCC.CC(C)=O, predict the reaction product. The product is: [C:1]([C:8]1[S:9][C:10]([CH2:17][NH2:18])=[C:11]([C:13]([OH:15])=[O:14])[N:12]=1)([O:3][C:4]([CH3:7])([CH3:6])[CH3:5])=[O:2]. (4) Given the reactants CCN(S(F)(F)[F:7])CC.[Cl:10][C:11]1[CH:12]=[CH:13][C:14]2[O:27][CH:26]([CH2:28]O)[N:17]3[C:18]4[CH:19]=[CH:20][CH:21]=[C:22]([F:25])[C:23]=4[CH:24]=[C:16]3[C:15]=2[N:30]=1, predict the reaction product. The product is: [Cl:10][C:11]1[CH:12]=[CH:13][C:14]2[O:27][CH:26]([CH2:28][F:7])[N:17]3[C:18]4[CH:19]=[CH:20][CH:21]=[C:22]([F:25])[C:23]=4[CH:24]=[C:16]3[C:15]=2[N:30]=1. (5) Given the reactants Br[CH:2]([CH:8]=O)[CH2:3][C:4]([O:6][CH3:7])=[O:5].[NH2:10][C:11]([NH2:13])=[O:12], predict the reaction product. The product is: [NH2:13][C:11]1[O:12][C:2]([CH2:3][C:4]([O:6][CH3:7])=[O:5])=[CH:8][N:10]=1. (6) Given the reactants [CH3:1][C:2]1[N:3]=[C:4]2[CH:12]=[CH:11][CH:10]=[C:9]3[N:5]2[C:6]=1[C:7](=[O:27])[N:8]3[CH2:13][CH2:14][CH2:15][N:16]1C(=O)C2=CC=CC=C2C1=O.O.NN, predict the reaction product. The product is: [NH2:16][CH2:15][CH2:14][CH2:13][N:8]1[C:9]2[N:5]3[C:4](=[N:3][C:2]([CH3:1])=[C:6]3[C:7]1=[O:27])[CH:12]=[CH:11][CH:10]=2. (7) Given the reactants [NH2:1][C:2]1[CH:7]=[C:6](Cl)[N:5]=[CH:4][N:3]=1.[N:9]1[C:18]2[C:13](=[CH:14][C:15](B(O)O)=[CH:16][CH:17]=2)[CH:12]=[CH:11][CH:10]=1, predict the reaction product. The product is: [N:9]1[C:18]2[C:13](=[CH:14][C:15]([C:6]3[N:5]=[CH:4][N:3]=[C:2]([NH2:1])[CH:7]=3)=[CH:16][CH:17]=2)[CH:12]=[CH:11][CH:10]=1. (8) Given the reactants Br[C:2]1[CH:3]=[C:4]([NH:9][C:10](=[O:25])[C:11]2[CH:16]=[CH:15][C:14]([CH2:17][N:18]([CH3:20])[CH3:19])=[C:13]([C:21]([F:24])([F:23])[F:22])[CH:12]=2)[CH:5]=[CH:6][C:7]=1[CH3:8].Br[C:27]1[CH:28]=[C:29]2[C:34](=[CH:35][CH:36]=1)[CH:33]=[N:32][N:31]=[CH:30]2, predict the reaction product. The product is: [CH3:19][N:18]([CH2:17][C:14]1[CH:15]=[CH:16][C:11]([C:10]([NH:9][C:4]2[CH:5]=[CH:6][C:7]([CH3:8])=[C:2]([C:27]3[CH:28]=[C:29]4[C:34](=[CH:35][CH:36]=3)[CH:33]=[N:32][N:31]=[CH:30]4)[CH:3]=2)=[O:25])=[CH:12][C:13]=1[C:21]([F:24])([F:23])[F:22])[CH3:20].